From a dataset of Catalyst prediction with 721,799 reactions and 888 catalyst types from USPTO. Predict which catalyst facilitates the given reaction. Reactant: [F:1][C:2]1[CH:3]=[C:4]([CH:8](O)[C:9]2[CH:14]=[CH:13][CH:12]=[CH:11][C:10]=2[C:15]2[CH:20]=[CH:19][C:18]([S:21]([CH3:24])(=[O:23])=[O:22])=[CH:17][CH:16]=2)[CH:5]=[CH:6][CH:7]=1.FC(F)(F)C(O)=O.[BH4-].[Na+]. Product: [F:1][C:2]1[CH:3]=[C:4]([CH2:8][C:9]2[CH:14]=[CH:13][CH:12]=[CH:11][C:10]=2[C:15]2[CH:20]=[CH:19][C:18]([S:21]([CH3:24])(=[O:23])=[O:22])=[CH:17][CH:16]=2)[CH:5]=[CH:6][CH:7]=1. The catalyst class is: 4.